Dataset: Catalyst prediction with 721,799 reactions and 888 catalyst types from USPTO. Task: Predict which catalyst facilitates the given reaction. (1) Reactant: C(N(CC)CC)C.[CH3:8][O:9][C:10]1[CH:11]=[C:12]2[C:17](=[CH:18][CH:19]=1)[C:16]([O:20][C:21]1[CH:26]=[CH:25][C:24]([O:27][CH2:28][CH2:29][N:30]3[CH2:35][CH2:34][CH2:33][CH2:32][CH2:31]3)=[CH:23][CH:22]=1)=[C:15]([OH:36])[CH:14]=[CH:13]2.[F:37][C:38]([F:51])([F:50])[S:39](O[S:39]([C:38]([F:51])([F:50])[F:37])(=[O:41])=[O:40])(=[O:41])=[O:40]. Product: [CH3:8][O:9][C:10]1[CH:11]=[C:12]2[C:17](=[CH:18][CH:19]=1)[C:16]([O:20][C:21]1[CH:22]=[CH:23][C:24]([O:27][CH2:28][CH2:29][N:30]3[CH2:31][CH2:32][CH2:33][CH2:34][CH2:35]3)=[CH:25][CH:26]=1)=[C:15]([O:36][S:39]([C:38]([F:51])([F:50])[F:37])(=[O:41])=[O:40])[CH:14]=[CH:13]2. The catalyst class is: 4. (2) Reactant: Cl[C:2]1[N:3]=[C:4]([NH:15][CH3:16])[C:5]2[N:11]=[C:10](Cl)[N:9]=[C:8]([NH:13][CH3:14])[C:6]=2[N:7]=1.[CH2:17]([NH2:21])[CH2:18][CH2:19][CH3:20].C(NC1[N:26]=[C:27](NC)[C:28]2N=C(NCC)N=[C:31](NC)[C:29]=2N=1)C. Product: [CH2:17]([NH:21][C:2]1[N:3]=[C:4]([NH:15][CH3:16])[C:5]2[N:11]=[C:10]([NH:26][CH2:27][CH2:28][CH2:29][CH3:31])[N:9]=[C:8]([NH:13][CH3:14])[C:6]=2[N:7]=1)[CH2:18][CH2:19][CH3:20]. The catalyst class is: 51. (3) Reactant: [F:1][C:2]1[CH:27]=[CH:26][C:5]([CH2:6][N:7]2[C:15]3[C:10](=[CH:11][CH:12]=[CH:13][CH:14]=3)[CH:9]=[C:8]2[C:16]([N:18]2[CH2:23][CH2:22][CH:21]([CH:24]=O)[CH2:20][CH2:19]2)=[O:17])=[CH:4][CH:3]=1.[CH3:28][C@H:29]([NH2:36])[C:30]1[CH:35]=[CH:34][CH:33]=[CH:32][CH:31]=1.C([BH3-])#N.[Na+].C(O)(=O)C. Product: [F:1][C:2]1[CH:27]=[CH:26][C:5]([CH2:6][N:7]2[C:15]3[C:10](=[CH:11][CH:12]=[CH:13][CH:14]=3)[CH:9]=[C:8]2[C:16]([N:18]2[CH2:23][CH2:22][CH:21]([CH2:24][NH:36][C@H:29]([C:30]3[CH:35]=[CH:34][CH:33]=[CH:32][CH:31]=3)[CH3:28])[CH2:20][CH2:19]2)=[O:17])=[CH:4][CH:3]=1. The catalyst class is: 1. (4) Reactant: Br[CH:2]1[CH2:8][CH2:7][CH2:6][C:5]2[CH:9]=[C:10]([N:13]3[CH2:17][C@H:16]([CH2:18][NH:19][C:20](=[O:22])[CH3:21])[O:15][C:14]3=[O:23])[CH:11]=[CH:12][C:4]=2[C:3]1=O.[CH2:25]([NH:32][C:33](=S)[NH:34][NH2:35])[C:26]1[CH:31]=[CH:30][CH:29]=[CH:28][CH:27]=1.Cl. Product: [CH2:25]([NH:32][C:33]1[C:2]2[CH2:8][CH2:7][CH2:6][C:5]3[CH:9]=[C:10]([N:13]4[CH2:17][C@H:16]([CH2:18][NH:19][C:20](=[O:22])[CH3:21])[O:15][C:14]4=[O:23])[CH:11]=[CH:12][C:4]=3[C:3]=2[NH:35][N:34]=1)[C:26]1[CH:31]=[CH:30][CH:29]=[CH:28][CH:27]=1. The catalyst class is: 8. (5) Reactant: C([O:3][C:4](=[O:11])[C:5]([CH3:10])([CH3:9])[CH2:6][O:7][CH3:8])C.[Li+].[OH-]. Product: [CH3:9][C:5]([CH3:10])([CH2:6][O:7][CH3:8])[C:4]([OH:11])=[O:3]. The catalyst class is: 5. (6) Reactant: [NH2:1][C:2]1[CH:9]=[CH:8][C:5]([C:6]#[N:7])=[CH:4][C:3]=1[N+:10]([O-:12])=[O:11].CO[CH:15]1[CH2:19][CH2:18][CH:17](OC)O1. Product: [N+:10]([C:3]1[CH:4]=[C:5]([CH:8]=[CH:9][C:2]=1[N:1]1[CH:15]=[CH:19][CH:18]=[CH:17]1)[C:6]#[N:7])([O-:12])=[O:11]. The catalyst class is: 15. (7) Reactant: C([O:8][C:9]1[C:13]([O:14]CC2C=CC=CC=2)=[C:12]([C:22]#[N:23])[N:11]([C:24]2[CH:29]=[CH:28][C:27]([O:30][CH3:31])=[CH:26][CH:25]=2)[C:10]=1[C:32]#[N:33])C1C=CC=CC=1. Product: [OH:8][C:9]1[C:13]([OH:14])=[C:12]([C:22]#[N:23])[N:11]([C:24]2[CH:25]=[CH:26][C:27]([O:30][CH3:31])=[CH:28][CH:29]=2)[C:10]=1[C:32]#[N:33]. The catalyst class is: 123. (8) Product: [O:1]1[CH:5]=[N:4][N:3]=[C:2]1[C:6]1[CH:11]=[CH:10][N:9]2[C:12]3[CH2:18][C@H:17]([NH2:19])[C@@H:16]([C:27]4[CH:32]=[C:31]([F:33])[C:30]([F:34])=[CH:29][C:28]=4[F:35])[CH2:15][C:13]=3[N:14]=[C:8]2[CH:7]=1. The catalyst class is: 2. Reactant: [O:1]1[CH:5]=[N:4][N:3]=[C:2]1[C:6]1[CH:11]=[CH:10][N:9]2[C:12]3[CH2:18][C@H:17]([NH:19]C(=O)OC(C)(C)C)[C@@H:16]([C:27]4[CH:32]=[C:31]([F:33])[C:30]([F:34])=[CH:29][C:28]=4[F:35])[CH2:15][C:13]=3[N:14]=[C:8]2[CH:7]=1.C(O)(C(F)(F)F)=O.C([O-])(O)=O.[Na+].